This data is from Catalyst prediction with 721,799 reactions and 888 catalyst types from USPTO. The task is: Predict which catalyst facilitates the given reaction. Reactant: [F:1][C:2]1[CH:7]=[CH:6][C:5]([NH:8][C:9]2[N:14]3[N:15]=[CH:16][CH:17]=[C:13]3[N:12]=[CH:11][C:10]=2[C:18]([O:20][CH2:21][CH3:22])=[O:19])=[C:4]([CH3:23])[CH:3]=1.Cl[S:25]([OH:28])(=[O:27])=[O:26]. Product: [CH2:21]([O:20][C:18]([C:10]1[CH:11]=[N:12][C:13]2[N:14]([N:15]=[CH:16][C:17]=2[S:25]([OH:28])(=[O:27])=[O:26])[C:9]=1[NH:8][C:5]1[CH:6]=[CH:7][C:2]([F:1])=[CH:3][C:4]=1[CH3:23])=[O:19])[CH3:22]. The catalyst class is: 2.